Task: Predict the product of the given reaction.. Dataset: Forward reaction prediction with 1.9M reactions from USPTO patents (1976-2016) (1) Given the reactants [N:1]1[C:6]2[NH:7][CH:8]=[CH:9][C:5]=2[C:4]([N:10]2[CH2:15][CH2:14][CH:13]([NH2:16])[CH2:12][CH2:11]2)=[N:3][CH:2]=1.[N:17]1[CH:22]=[CH:21][C:20]([C:23](O)=[O:24])=[CH:19][CH:18]=1.CN(C(ON1N=NC2C=CC=NC1=2)=[N+](C)C)C.F[P-](F)(F)(F)(F)F.C1C=NC2N(O)N=NC=2C=1.CCN(C(C)C)C(C)C, predict the reaction product. The product is: [NH:1]1[C:6]2=[N:7][CH:8]=[CH:9][C:5]2=[C:4]([N:10]2[CH2:11][CH2:12][CH:13]([NH:16][C:23]([C:20]3[CH:21]=[CH:22][N:17]=[CH:18][CH:19]=3)=[O:24])[CH2:14][CH2:15]2)[N:3]=[CH:2]1. (2) Given the reactants [C:1]([C:3]1[CH:4]=[C:5]([CH:13]([CH2:17][CH:18]2[CH2:22][CH2:21][CH2:20][CH2:19]2)[C:14]([OH:16])=O)[CH:6]=[CH:7][C:8]=1[S:9]([CH3:12])(=[O:11])=[O:10])#[N:2].C(Cl)(=O)C(Cl)=O.[NH2:29][C:30]1[CH:35]=[CH:34][N:33]=[C:32]([CH3:36])[N:31]=1.C(N(CC)CC)C, predict the reaction product. The product is: [C:1]([C:3]1[CH:4]=[C:5]([CH:13]([CH2:17][CH:18]2[CH2:22][CH2:21][CH2:20][CH2:19]2)[C:14]([NH:29][C:30]2[CH:35]=[CH:34][N:33]=[C:32]([CH3:36])[N:31]=2)=[O:16])[CH:6]=[CH:7][C:8]=1[S:9]([CH3:12])(=[O:11])=[O:10])#[N:2]. (3) Given the reactants [Cl:1][C:2]1[CH:7]=[C:6]([OH:8])[C:5]([O:9][CH3:10])=[CH:4][C:3]=1[CH2:11][C:12]([O:14][CH3:15])=[O:13].[O:16](S(C(F)(F)F)(=O)=O)[S:17]([C:20]([F:23])([F:22])[F:21])(=O)=[O:18], predict the reaction product. The product is: [CH3:15][O:14][C:12](=[O:13])[CH2:11][C:3]1[CH:4]=[C:5]([O:9][CH3:10])[C:6]([O:8][S:17]([C:20]([F:23])([F:22])[F:21])(=[O:18])=[O:16])=[CH:7][C:2]=1[Cl:1]. (4) Given the reactants I[C:2]1[S:3][C:4]2[CH2:10][CH2:9][N:8](C(=O)C(F)(F)F)[CH2:7][CH2:6][C:5]=2[N:17]=1.[C:18]([C:20]1[CH:25]=[CH:24][C:23](B(O)O)=[CH:22][CH:21]=1)#[N:19].C(=O)([O-])[O-].[Na+].[Na+], predict the reaction product. The product is: [S:3]1[C:4]2[CH2:10][CH2:9][NH:8][CH2:7][CH2:6][C:5]=2[N:17]=[C:2]1[C:23]1[CH:24]=[CH:25][C:20]([C:18]#[N:19])=[CH:21][CH:22]=1.